Dataset: Forward reaction prediction with 1.9M reactions from USPTO patents (1976-2016). Task: Predict the product of the given reaction. (1) Given the reactants [Cl:1][C:2]1[CH:3]=[C:4]([C:24](N(OC)C)=[O:25])[C:5]([C:17]2[CH:22]=[CH:21][CH:20]=[C:19]([F:23])[CH:18]=2)=[C:6](/[N:10]=[N:11]/[N:12]([CH2:15][CH3:16])[CH2:13][CH3:14])[C:7]=1[C:8]#[CH:9].[H-].[Al+3].[Li+].[H-].[H-].[H-], predict the reaction product. The product is: [Cl:1][C:2]1[CH:3]=[C:4]([CH:24]=[O:25])[C:5]([C:17]2[CH:22]=[CH:21][CH:20]=[C:19]([F:23])[CH:18]=2)=[C:6](/[N:10]=[N:11]/[N:12]([CH2:15][CH3:16])[CH2:13][CH3:14])[C:7]=1[C:8]#[CH:9]. (2) Given the reactants [F:1][C:2]1[C:3]([N:14]=P(C2C=CC=CC=2)(C2C=CC=CC=2)C2C=CC=CC=2)=[C:4](/[CH:8]=[CH:9]/[C:10]([O:12][CH3:13])=[O:11])[CH:5]=[CH:6][CH:7]=1.[N:34]([C:37]1[CH:42]=[CH:41][CH:40]=[C:39]([C:43]([F:46])([F:45])[F:44])[CH:38]=1)=[C:35]=O.[F:47][C:48]1[CH:56]=[CH:55][C:54]2[N:53]3[CH2:57][CH2:58][NH:59][CH2:60][C:52]3=[CH:51][C:50]=2[CH:49]=1, predict the reaction product. The product is: [F:1][C:2]1[CH:7]=[CH:6][CH:5]=[C:4]2[C:3]=1[N:14]=[C:35]([N:59]1[CH2:58][CH2:57][N:53]3[C:54]4[CH:55]=[CH:56][C:48]([F:47])=[CH:49][C:50]=4[CH:51]=[C:52]3[CH2:60]1)[N:34]([C:37]1[CH:42]=[CH:41][CH:40]=[C:39]([C:43]([F:46])([F:45])[F:44])[CH:38]=1)[CH:8]2[CH2:9][C:10]([O:12][CH3:13])=[O:11].